From a dataset of Full USPTO retrosynthesis dataset with 1.9M reactions from patents (1976-2016). Predict the reactants needed to synthesize the given product. (1) Given the product [CH2:1]([O:3][C:4](=[O:20])[C:5]([O:8][C:9]1[CH:14]=[CH:13][C:12]([O:15][CH2:16][CH2:17][NH:18][C:30]([C:29]2[C:24]([CH:21]3[CH2:23][CH2:22]3)=[N:25][C:26]([C:33]3[CH:34]=[CH:35][C:36]([C:39]([F:41])([F:42])[F:40])=[CH:37][CH:38]=3)=[N:27][CH:28]=2)=[O:31])=[CH:11][C:10]=1[CH3:19])([CH3:6])[CH3:7])[CH3:2], predict the reactants needed to synthesize it. The reactants are: [CH2:1]([O:3][C:4](=[O:20])[C:5]([O:8][C:9]1[CH:14]=[CH:13][C:12]([O:15][CH2:16][CH2:17][NH2:18])=[CH:11][C:10]=1[CH3:19])([CH3:7])[CH3:6])[CH3:2].[CH:21]1([C:24]2[C:29]([C:30](O)=[O:31])=[CH:28][N:27]=[C:26]([C:33]3[CH:38]=[CH:37][C:36]([C:39]([F:42])([F:41])[F:40])=[CH:35][CH:34]=3)[N:25]=2)[CH2:23][CH2:22]1. (2) Given the product [C:3]([O:13][CH2:29][CH2:30][CH2:31][CH2:32][C:33]([O:27][C:21]1([CH2:19][CH3:20])[CH2:26][CH2:25][CH2:24][CH2:23][CH2:22]1)=[O:34])(=[O:17])[C:10]([CH3:11])=[CH2:9], predict the reactants needed to synthesize it. The reactants are: C([C:3]1([OH:13])[CH:10]2[CH2:11]C3CC(CC1C3)[CH2:9]2)C.ClCC(Cl)=[O:17].[CH2:19]([C:21]1([OH:27])[CH2:26][CH2:25][CH2:24][CH2:23][CH2:22]1)[CH3:20].Cl[CH2:29][CH2:30][CH2:31][CH2:32][C:33](Cl)=[O:34]. (3) The reactants are: [CH:1]([CH:4]1[CH2:8][NH:7][C@@H:6]([CH2:9][OH:10])[CH2:5]1)([CH3:3])[CH3:2].C(N(CC)CC)C.[S:18](Cl)(Cl)(=[O:20])=[O:19]. Given the product [CH:1]([CH:4]1[CH2:8][N:7]2[S:18](=[O:20])(=[O:19])[O:10][CH2:9][C@H:6]2[CH2:5]1)([CH3:3])[CH3:2], predict the reactants needed to synthesize it. (4) Given the product [Cl:1][C:2]1[C:3](=[O:27])[N:4]([C:10]2[C:15]([CH3:16])=[CH:14][N:13]=[C:12]([C:17]3[CH:22]=[CH:21][N:20]=[C:19]([C:23]([OH:26])([CH3:24])[CH3:25])[N:18]=3)[CH:11]=2)[C:5]([CH3:9])=[CH:6][C:7]=1[O:8][CH2:29][C:30]1[CH:35]=[CH:34][C:33]([F:36])=[C:32]([CH3:37])[C:31]=1[F:38], predict the reactants needed to synthesize it. The reactants are: [Cl:1][C:2]1[C:3](=[O:27])[N:4]([C:10]2[C:15]([CH3:16])=[CH:14][N:13]=[C:12]([C:17]3[CH:22]=[CH:21][N:20]=[C:19]([C:23]([OH:26])([CH3:25])[CH3:24])[N:18]=3)[CH:11]=2)[C:5]([CH3:9])=[CH:6][C:7]=1[OH:8].Br[CH2:29][C:30]1[CH:35]=[CH:34][C:33]([F:36])=[C:32]([CH3:37])[C:31]=1[F:38].C(=O)([O-])[O-].[K+].[K+].C(OCC)(=O)C.CCCCCCC. (5) Given the product [CH2:1]([O:3][C:4]([C:5]1[N:15]=[CH:14][N:7]([C:22]2[CH:23]=[C:24]3[C:28](=[CH:29][CH:30]=2)[NH:27][CH:26]=[CH:25]3)[CH:6]=1)=[O:8])[CH3:2], predict the reactants needed to synthesize it. The reactants are: [CH2:1]([O:3][C:4](=[O:8])[CH2:5][C:6]#[N:7])[CH3:2].C(O[CH:14](N(C)C)[N:15](C)C)(C)(C)C.N[C:22]1[CH:23]=[C:24]2[C:28](=[CH:29][CH:30]=1)[NH:27][CH:26]=[CH:25]2.C(OCC)(=O)C. (6) The reactants are: [NH2:1][C:2]1[CH:7]=[CH:6][CH:5]=[CH:4][C:3]=1[OH:8].[OH:9][CH:10]([C:14]1[CH:19]=[CH:18][CH:17]=[CH:16][CH:15]=1)[C:11](O)=O.O. Given the product [O:8]1[C:3]2[CH:4]=[CH:5][CH:6]=[CH:7][C:2]=2[N:1]=[C:11]1[CH:10]([C:14]1[CH:19]=[CH:18][CH:17]=[CH:16][CH:15]=1)[OH:9], predict the reactants needed to synthesize it.